This data is from Forward reaction prediction with 1.9M reactions from USPTO patents (1976-2016). The task is: Predict the product of the given reaction. (1) The product is: [CH3:1][N:2]([CH2:13][C:14]1[NH:18][C:17]2[CH:19]=[CH:20][CH:21]=[C:22]([C:23]([N:48]3[CH2:53][CH2:52][NH:51][CH2:50][CH2:49]3)=[O:25])[C:16]=2[N:15]=1)[CH:3]1[C:12]2[N:11]=[CH:10][CH:9]=[CH:8][C:7]=2[CH2:6][CH2:5][CH2:4]1. Given the reactants [CH3:1][N:2]([CH2:13][C:14]1[NH:18][C:17]2[CH:19]=[CH:20][CH:21]=[C:22]([C:23]([OH:25])=O)[C:16]=2[N:15]=1)[CH:3]1[C:12]2[N:11]=[CH:10][CH:9]=[CH:8][C:7]=2[CH2:6][CH2:5][CH2:4]1.O=C1N(P(Cl)(N2CCOC2=O)=O)CCO1.C(OC([N:48]1[CH2:53][CH2:52][NH:51][CH2:50][CH2:49]1)=O)CCC.C(N(CC)C(C)C)(C)C, predict the reaction product. (2) The product is: [N+:1]([C:4]1[C:5]([N:10]2[CH2:15][CH2:14][C:13](=[CH:16][C:17]#[C:18][C:24]3[CH:25]=[CH:26][CH:27]=[C:22]([O:21][C:20]([F:19])([F:29])[F:30])[CH:23]=3)[CH2:12][CH2:11]2)=[N:6][CH:7]=[CH:8][CH:9]=1)([O-:3])=[O:2]. Given the reactants [N+:1]([C:4]1[C:5]([N:10]2[CH2:15][CH2:14][C:13](=[CH:16][C:17]#[CH:18])[CH2:12][CH2:11]2)=[N:6][CH:7]=[CH:8][CH:9]=1)([O-:3])=[O:2].[F:19][C:20]([F:30])([F:29])[O:21][C:22]1[CH:23]=[C:24](I)[CH:25]=[CH:26][CH:27]=1, predict the reaction product. (3) Given the reactants [CH3:1][C:2]1[O:3][CH:4]=[N:5][N:6]=1.[Br:7][C:8]1[CH:9]=[C:10]([CH:13]=[C:14]([C:16]([F:19])([F:18])[F:17])[CH:15]=1)[CH:11]=[O:12].[NH4+].[Cl-].CC(OC)(C)C, predict the reaction product. The product is: [Br:7][C:8]1[CH:9]=[C:10]([CH:11]([C:4]2[O:3][C:2]([CH3:1])=[N:6][N:5]=2)[OH:12])[CH:13]=[C:14]([C:16]([F:18])([F:19])[F:17])[CH:15]=1. (4) Given the reactants [CH2:1]([N:5]([CH2:41][CH2:42]CC)[C:6]([C:8]1[N:9]=[C:10]([C:21]2[CH:30]=CC(C(OC)=O)=CC=2C(OCC2C=CC=CC=2)=O)N(CCC2C=CC=CC=2)C=1)=O)CCC.[CH2:45]([N:49]([CH2:77][CH2:78][CH2:79][CH3:80])[C:50]([C:52]1[N:53]=[C:54]([C:57]2[CH:66]=[CH:65][C:60]([C:61]([O:63][CH3:64])=[O:62])=[CH:59][C:58]=2[C:67]([O:69][CH2:70][C:71]2[CH:76]=[CH:75][CH:74]=[CH:73][CH:72]=2)=[O:68])[NH:55][CH:56]=1)=[O:51])[CH2:46][CH2:47][CH3:48].BrCCCN1CCN(C)CC1, predict the reaction product. The product is: [CH2:77]([N:49]([CH2:45][CH2:46][CH2:47][CH3:48])[C:50]([C:52]1[N:53]=[C:54]([C:57]2[CH:66]=[CH:65][C:60]([C:61]([O:63][CH3:64])=[O:62])=[CH:59][C:58]=2[C:67]([O:69][CH2:70][C:71]2[CH:72]=[CH:73][CH:74]=[CH:75][CH:76]=2)=[O:68])[N:55]([CH2:30][CH2:21][CH2:10][N:9]2[CH2:8][CH2:6][N:5]([CH3:1])[CH2:41][CH2:42]2)[CH:56]=1)=[O:51])[CH2:78][CH2:79][CH3:80]. (5) Given the reactants [Br:1][C:2]1[C:3](F)=[CH:4][C:5]([F:30])=[C:6]([S:8]([N:11]([CH2:19][C:20]2[CH:25]=[CH:24][C:23]([O:26][CH3:27])=[CH:22][C:21]=2[O:28][CH3:29])[C:12]2[CH:17]=[CH:16][C:15]([F:18])=[CH:14][N:13]=2)(=[O:10])=[O:9])[CH:7]=1.C([O-])([O-])=O.[K+].[K+].[F:38][C:39]1[CH:46]=[C:45]([OH:47])[CH:44]=[CH:43][C:40]=1[C:41]#[N:42].O, predict the reaction product. The product is: [Br:1][C:2]1[C:3]([O:47][C:45]2[CH:44]=[CH:43][C:40]([C:41]#[N:42])=[C:39]([F:38])[CH:46]=2)=[CH:4][C:5]([F:30])=[C:6]([S:8]([N:11]([CH2:19][C:20]2[CH:25]=[CH:24][C:23]([O:26][CH3:27])=[CH:22][C:21]=2[O:28][CH3:29])[C:12]2[CH:17]=[CH:16][C:15]([F:18])=[CH:14][N:13]=2)(=[O:9])=[O:10])[CH:7]=1.